From a dataset of Forward reaction prediction with 1.9M reactions from USPTO patents (1976-2016). Predict the product of the given reaction. (1) Given the reactants FC(F)(F)S(O[C:7]1[CH:12]=[CH:11][N:10]([CH2:13][C:14]2[CH:19]=[CH:18][CH:17]=[C:16]([F:20])[CH:15]=2)[C:9](=[O:21])[CH:8]=1)(=O)=O.[CH3:24][O:25][C:26]1[CH:31]=[CH:30][C:29](B(O)O)=[CH:28][CH:27]=1, predict the reaction product. The product is: [F:20][C:16]1[CH:15]=[C:14]([CH:19]=[CH:18][CH:17]=1)[CH2:13][N:10]1[CH:11]=[CH:12][C:7]([C:29]2[CH:30]=[CH:31][C:26]([O:25][CH3:24])=[CH:27][CH:28]=2)=[CH:8][C:9]1=[O:21]. (2) Given the reactants C(OC([N:8]1[C:16]2[C:11](=[CH:12][CH:13]=[C:14]([N:17]([CH3:28])[S:18]([C:21]3[CH:26]=[CH:25][C:24]([CH3:27])=[CH:23][CH:22]=3)(=[O:20])=[O:19])[CH:15]=2)[CH:10]=[C:9]1[C:29]1[CH:34]=[C:33]([C:35]2[CH:40]=[CH:39][N:38]=[CH:37][CH:36]=2)[N:32]=[N:31][C:30]=1[O:41]C)=O)(C)(C)C.[OH-].[Na+], predict the reaction product. The product is: [CH3:27][C:24]1[CH:25]=[CH:26][C:21]([S:18]([N:17]([CH3:28])[C:14]2[CH:15]=[C:16]3[C:11]([CH:10]=[C:9]([C:29]4[C:30](=[O:41])[NH:31][N:32]=[C:33]([C:35]5[CH:36]=[CH:37][N:38]=[CH:39][CH:40]=5)[CH:34]=4)[NH:8]3)=[CH:12][CH:13]=2)(=[O:20])=[O:19])=[CH:22][CH:23]=1. (3) Given the reactants I.[NH2:2][CH2:3][CH2:4][CH2:5][NH:6][C:7]1[C:8]([C:12]2[N:16]([C:17]3[CH:22]=[CH:21][CH:20]=[C:19]([C:23]([F:26])([F:25])[F:24])[CH:18]=3)[C:15](=[O:27])[O:14][N:13]=2)=[N:9][O:10][N:11]=1.C(N(CC)CC)C.[CH3:35][S:36](Cl)(=[O:38])=[O:37], predict the reaction product. The product is: [O:27]=[C:15]1[O:14][N:13]=[C:12]([C:8]2[C:7]([NH:6][CH2:5][CH2:4][CH2:3][NH:2][S:36]([CH3:35])(=[O:38])=[O:37])=[N:11][O:10][N:9]=2)[N:16]1[C:17]1[CH:22]=[CH:21][CH:20]=[C:19]([C:23]([F:26])([F:25])[F:24])[CH:18]=1. (4) Given the reactants [Br:1][C:2]1[C:3]([OH:10])=[C:4]([CH:7]=[CH:8][CH:9]=1)[CH:5]=O.C(=O)([O-])[O-].[K+].[K+].Cl[CH2:18][C:19]([O:21]C)=[O:20].[OH-].[K+], predict the reaction product. The product is: [Br:1][C:2]1[C:3]2[O:10][C:18]([C:19]([OH:21])=[O:20])=[CH:5][C:4]=2[CH:7]=[CH:8][CH:9]=1. (5) Given the reactants CC(=C)C[CH2:4][O:5][CH2:6][C:7]1[CH:12]=[CH:11][CH:10]=[CH:9][CH:8]=1.CC[C@H]1[C@H]2C[C@H]([C@H](OC3C4C(=CC=CC=4)C(O[C@H](C4C=CN=C5C=4C=C(OC)C=C5)[C@@H]4N5C[C@H](CC)[C@@H](CC5)C4)=NN=3)C3C=CN=C4C=3C=C([O:35]C)C=C4)N(CC2)C1.[CH3:72][C:73]([OH:76])([CH3:75])[CH3:74].O, predict the reaction product. The product is: [CH2:6]([O:5][CH2:4][CH2:72][C@:73]([CH3:75])([OH:76])[CH2:74][OH:35])[C:7]1[CH:12]=[CH:11][CH:10]=[CH:9][CH:8]=1.